The task is: Predict the product of the given reaction.. This data is from Forward reaction prediction with 1.9M reactions from USPTO patents (1976-2016). Given the reactants [Cl:1]C(OC(Cl)=O)C.C([N:15]1[CH2:20][CH2:19][C@H:18]([C:21]2[CH:26]=[CH:25][C:24]([Br:27])=[CH:23][CH:22]=2)[C@@H:17]([CH3:28])[CH2:16]1)C1C=CC=CC=1.C(=O)(O)[O-].[K+], predict the reaction product. The product is: [ClH:1].[Br:27][C:24]1[CH:25]=[CH:26][C:21]([C@H:18]2[CH2:19][CH2:20][NH:15][CH2:16][C@@H:17]2[CH3:28])=[CH:22][CH:23]=1.